From a dataset of Forward reaction prediction with 1.9M reactions from USPTO patents (1976-2016). Predict the product of the given reaction. (1) Given the reactants O.O.O.[O-:4][C:5]1[CH:10]=[CH:9][CH:8]=[CH:7][CH:6]=1.[Na+].Br[C:13]1[C:14]([NH2:20])=[N:15][CH:16]=[C:17]([Br:19])[N:18]=1.O, predict the reaction product. The product is: [Br:19][C:17]1[N:18]=[C:13]([O:4][C:5]2[CH:10]=[CH:9][CH:8]=[CH:7][CH:6]=2)[C:14]([NH2:20])=[N:15][CH:16]=1. (2) Given the reactants [Br:1][C:2]1[CH:9]=[CH:8][C:5]([CH:6]=O)=[C:4]([O:10][CH2:11][C:12]#[CH:13])[CH:3]=1.[CH:14]([CH:16]=P(C1C=CC=CC=1)(C1C=CC=CC=1)C1C=CC=CC=1)=[O:15], predict the reaction product. The product is: [Br:1][C:2]1[CH:9]=[CH:8][C:5](/[CH:6]=[CH:16]/[CH:14]=[O:15])=[C:4]([O:10][CH2:11][C:12]#[CH:13])[CH:3]=1. (3) Given the reactants Cl[C:2]1[CH:11]=[CH:10][C:9]2[C:4](=[CH:5][CH:6]=[CH:7][CH:8]=2)[N:3]=1.[CH2:12]([NH2:15])[CH2:13][NH2:14], predict the reaction product. The product is: [N:3]1[C:4]2[C:9](=[CH:8][CH:7]=[CH:6][CH:5]=2)[CH:10]=[CH:11][C:2]=1[NH:14][CH2:13][CH2:12][NH2:15]. (4) Given the reactants [BH4-].[Na+].[CH2:3]([O:5][C:6](=[O:26])[C:7](=[C:13]1[CH2:18][CH2:17][N:16]([C:19]([O:21][C:22]([CH3:25])([CH3:24])[CH3:23])=[O:20])[CH2:15][CH2:14]1)[C:8]([O:10][CH2:11][CH3:12])=[O:9])[CH3:4], predict the reaction product. The product is: [CH2:3]([O:5][C:6](=[O:26])[CH:7]([CH:13]1[CH2:14][CH2:15][N:16]([C:19]([O:21][C:22]([CH3:23])([CH3:25])[CH3:24])=[O:20])[CH2:17][CH2:18]1)[C:8]([O:10][CH2:11][CH3:12])=[O:9])[CH3:4]. (5) Given the reactants Cl[C:2]1[C:3](=[O:15])[N:4]([C@H:9]([CH:12]2[CH2:14][CH2:13]2)[CH2:10][CH3:11])[CH:5]=[C:6]([Cl:8])[N:7]=1.[Cl:16][C:17]1[CH:18]=[C:19]2[C:23](=[C:24]([Cl:26])[CH:25]=1)[NH:22][CH2:21][CH2:20]2, predict the reaction product. The product is: [Cl:8][C:6]1[N:7]=[C:2]([N:22]2[C:23]3[C:19](=[CH:18][C:17]([Cl:16])=[CH:25][C:24]=3[Cl:26])[CH2:20][CH2:21]2)[C:3](=[O:15])[N:4]([C@H:9]([CH:12]2[CH2:14][CH2:13]2)[CH2:10][CH3:11])[CH:5]=1. (6) Given the reactants [NH2:1][C:2]1[C:11]([N+:12]([O-])=O)=[CH:10][C:5]([C:6]([O:8][CH3:9])=[O:7])=[C:4]([O:15][CH2:16][CH2:17][O:18][CH3:19])[N:3]=1, predict the reaction product. The product is: [NH2:12][C:11]1[C:2]([NH2:1])=[N:3][C:4]([O:15][CH2:16][CH2:17][O:18][CH3:19])=[C:5]([CH:10]=1)[C:6]([O:8][CH3:9])=[O:7].